Dataset: Reaction yield outcomes from USPTO patents with 853,638 reactions. Task: Predict the reaction yield, written as a fraction of the theoretical maximum amount of product (1.0 means a 100% yield; for example, 0.34 means a 34% yield). (1) The reactants are CS[C:3]1[N:8]=[C:7]([C:9]2[N:13]3[CH:14]=[CH:15][CH:16]=[CH:17][C:12]3=[N:11][CH:10]=2)[CH:6]=[CH:5][N:4]=1.[NH2:18][C:19]1[CH:20]=[C:21]([CH:30]=[CH:31][CH:32]=1)[C:22]([C:24]1[CH:29]=[CH:28][CH:27]=[CH:26][CH:25]=1)=[O:23].[H-].[Na+]. The catalyst is CN(C)C=O. The product is [C:22]([C:21]1[CH:20]=[C:19]([CH:32]=[CH:31][CH:30]=1)[NH:18][C:3]1[N:8]=[C:7]([C:9]2[N:13]3[CH:14]=[CH:15][CH:16]=[CH:17][C:12]3=[N:11][CH:10]=2)[CH:6]=[CH:5][N:4]=1)(=[O:23])[C:24]1[CH:25]=[CH:26][CH:27]=[CH:28][CH:29]=1. The yield is 0.120. (2) The reactants are [CH:1]1([C:5]([O:7]CC)=O)[CH2:4][CH2:3][CH2:2]1.[CH3:10][C:11]([CH3:13])=[O:12]. The catalyst is CCOCC. The product is [CH:1]1([C:5](=[O:7])[CH2:10][C:11](=[O:12])[CH3:13])[CH2:2][CH2:3][CH2:4]1. The yield is 0.760.